Dataset: Forward reaction prediction with 1.9M reactions from USPTO patents (1976-2016). Task: Predict the product of the given reaction. (1) Given the reactants [CH2:1]([CH:3]([O:6][C:7]1[CH:12]=[C:11]([CH3:13])[N:10]=[C:9]([NH:14][C:15]2[C:20]([CH3:21])=[CH:19][C:18]([CH3:22])=[CH:17][C:16]=2[CH3:23])[C:8]=1[NH2:24])[CH2:4][CH3:5])[CH3:2].Br[C:26]#[N:27], predict the reaction product. The product is: [CH2:1]([CH:3]([O:6][C:7]1[CH:12]=[C:11]([CH3:13])[N:10]=[C:9]2[N:14]([C:15]3[C:20]([CH3:21])=[CH:19][C:18]([CH3:22])=[CH:17][C:16]=3[CH3:23])[C:26]([NH2:27])=[N:24][C:8]=12)[CH2:4][CH3:5])[CH3:2]. (2) Given the reactants N1C2C=CC=CC=2N=C1C1CCN([CH2:16][CH2:17][CH:18]2[O:22][C:21](=[O:23])[C:20]([CH2:26][CH3:27])([CH2:24][CH3:25])[CH2:19]2)CC1.[C:28]1([C:34]2([OH:40])[CH2:39][CH2:38][NH:37][CH2:36][CH2:35]2)[CH:33]=[CH:32][CH:31]=[CH:30][CH:29]=1.N1(C2C=CC=CC=2C#N)CCNCC1.CC1C=CC(S(OCCC2CC3(CCCC3)C(=O)O2)(=O)=O)=CC=1.CC1C=CC(S(OCCC2CC(CC)(CC)C(=O)O2)(=O)=O)=CC=1, predict the reaction product. The product is: [OH:40][C:34]1([C:28]2[CH:29]=[CH:30][CH:31]=[CH:32][CH:33]=2)[CH2:39][CH2:38][N:37]([CH2:16][CH2:17][CH:18]2[CH2:19][C:20]3([CH2:24][CH2:25][CH2:27][CH2:26]3)[C:21](=[O:23])[O:22]2)[CH2:36][CH2:35]1. (3) Given the reactants [N:1]([C:4]1([C:15]2[CH:20]=[CH:19][CH:18]=[CH:17][CH:16]=2)[CH2:7][N:6](C(OC(C)(C)C)=O)[CH2:5]1)=[N+:2]=[N-:3].[C:21]([OH:27])([C:23]([F:26])([F:25])[F:24])=[O:22], predict the reaction product. The product is: [F:24][C:23]([F:26])([F:25])[C:21]([OH:27])=[O:22].[N:1]([C:4]1([C:15]2[CH:20]=[CH:19][CH:18]=[CH:17][CH:16]=2)[CH2:7][NH:6][CH2:5]1)=[N+:2]=[N-:3]. (4) Given the reactants [CH3:1][O:2][C:3]([C:5]1[CH:6]=[C:7]2[C:12](=[CH:13][CH:14]=1)[N:11]=[C:10]([CH3:15])[CH:9]=[C:8]2[N:16]1[CH2:21][CH2:20][O:19][CH2:18][CH2:17]1)=[O:4].[Se](=O)=[O:23], predict the reaction product. The product is: [CH3:1][O:2][C:3]([C:5]1[CH:6]=[C:7]2[C:12](=[CH:13][CH:14]=1)[N:11]=[C:10]([CH:15]=[O:23])[CH:9]=[C:8]2[N:16]1[CH2:17][CH2:18][O:19][CH2:20][CH2:21]1)=[O:4]. (5) Given the reactants [H-].[Na+].[CH:3]1[C:13]2[CH2:12][O:11][C:10]3[CH:14]=[CH:15][CH:16]=[CH:17][C:9]=3[NH:8][C:7]=2[CH:6]=[CH:5][CH:4]=1.Br[CH2:19][C:20]([O:22]CC)=[O:21].S([O-])(O)(=O)=O.[K+], predict the reaction product. The product is: [C:20]([CH2:19][N:8]1[C:7]2[CH:6]=[CH:5][CH:4]=[CH:3][C:13]=2[CH2:12][O:11][C:10]2[CH:14]=[CH:15][CH:16]=[CH:17][C:9]1=2)([OH:22])=[O:21]. (6) Given the reactants [CH3:1][C:2]1[O:3][CH:4]=[N:5][N:6]=1.C([Li])CCC.CCOCC.[Mg+2].[Br-].[Br-].[F:20][C:21]1[CH:26]=[CH:25][C:24]([N:27]2[C:31]3[CH:32]=[C:33]4[C@:38]([CH:40]=[O:41])([CH2:39][C:30]=3[CH:29]=[N:28]2)[CH2:37][N:36]([S:42]([C:45]2[CH:50]=[CH:49][C:48]([C:51]([F:54])([F:53])[F:52])=[CH:47][CH:46]=2)(=[O:44])=[O:43])[CH2:35][CH2:34]4)=[CH:23][CH:22]=1.[Cl-].[NH4+], predict the reaction product. The product is: [F:20][C:21]1[CH:26]=[CH:25][C:24]([N:27]2[C:31]3[CH:32]=[C:33]4[C@:38]([CH:40]([C:4]5[O:3][C:2]([CH3:1])=[N:6][N:5]=5)[OH:41])([CH2:39][C:30]=3[CH:29]=[N:28]2)[CH2:37][N:36]([S:42]([C:45]2[CH:46]=[CH:47][C:48]([C:51]([F:54])([F:52])[F:53])=[CH:49][CH:50]=2)(=[O:44])=[O:43])[CH2:35][CH2:34]4)=[CH:23][CH:22]=1.